Dataset: Forward reaction prediction with 1.9M reactions from USPTO patents (1976-2016). Task: Predict the product of the given reaction. The product is: [Br:14][CH2:12][C:11]1[C:5]2[O:4][C:3]([CH2:1][CH3:2])([CH3:13])[O:7][C:6]=2[CH:8]=[CH:9][CH:10]=1. Given the reactants [CH2:1]([C:3]1([CH3:13])[O:7][C:6]2[CH:8]=[CH:9][CH:10]=[C:11]([CH3:12])[C:5]=2[O:4]1)[CH3:2].[Br:14]N1C(=O)CCC1=O.CC(N=NC(C#N)(C)C)(C#N)C, predict the reaction product.